This data is from Full USPTO retrosynthesis dataset with 1.9M reactions from patents (1976-2016). The task is: Predict the reactants needed to synthesize the given product. (1) Given the product [C:1]([O:5][C:6]([N:8]1[C:13]2[CH:14]=[C:15]([CH:18]=[C:24]3[S:20][C:21](=[O:26])[NH:22][C:23]3=[O:25])[CH:16]=[CH:17][C:12]=2[O:11][CH2:10][CH2:9]1)=[O:7])([CH3:2])([CH3:3])[CH3:4], predict the reactants needed to synthesize it. The reactants are: [C:1]([O:5][C:6]([N:8]1[C:13]2[CH:14]=[C:15]([CH:18]=O)[CH:16]=[CH:17][C:12]=2[O:11][CH2:10][CH2:9]1)=[O:7])([CH3:4])([CH3:3])[CH3:2].[S:20]1[CH2:24][C:23](=[O:25])[NH:22][C:21]1=[O:26]. (2) Given the product [CH2:1]([CH:11]1[CH2:10][C:9](=[O:8])[C:18]2[C:13](=[CH:14][CH:15]=[CH:16][CH:17]=2)[N:12]1[C:20]([O:22][CH2:23][C:24]1[CH:29]=[CH:28][CH:27]=[CH:26][CH:25]=1)=[O:21])[CH2:2][CH:3]=[CH2:4], predict the reactants needed to synthesize it. The reactants are: [CH2:1]([Mg]Br)[CH2:2][CH:3]=[CH2:4].C[O:8][C:9]1[C:18]2[C:13](=[CH:14][CH:15]=[CH:16][CH:17]=2)[N:12]=[CH:11][CH:10]=1.Cl[C:20]([O:22][CH2:23][C:24]1[CH:29]=[CH:28][CH:27]=[CH:26][CH:25]=1)=[O:21]. (3) Given the product [CH3:22][S:23]([O:8][CH:9]1[CH2:10][CH2:11][N:12]([C:15]([O:17][C:18]([CH3:21])([CH3:20])[CH3:19])=[O:16])[CH2:13][CH2:14]1)(=[O:25])=[O:24], predict the reactants needed to synthesize it. The reactants are: C(N(CC)CC)C.[OH:8][CH:9]1[CH2:14][CH2:13][N:12]([C:15]([O:17][C:18]([CH3:21])([CH3:20])[CH3:19])=[O:16])[CH2:11][CH2:10]1.[CH3:22][S:23](Cl)(=[O:25])=[O:24]. (4) Given the product [CH:24]1([C:2]2[CH:3]=[CH:4][CH:5]=[C:6]3[C:11]=2[N:10]=[C:9]([C:12]([F:20])([F:21])[C:13]2[CH:18]=[CH:17][C:16]([F:19])=[CH:15][N:14]=2)[N:8]=[C:7]3[S:22][CH3:23])[CH2:26][CH2:25]1, predict the reactants needed to synthesize it. The reactants are: Br[C:2]1[CH:3]=[CH:4][CH:5]=[C:6]2[C:11]=1[N:10]=[C:9]([C:12]([F:21])([F:20])[C:13]1[CH:18]=[CH:17][C:16]([F:19])=[CH:15][N:14]=1)[N:8]=[C:7]2[S:22][CH3:23].[CH:24]1(B(O)O)[CH2:26][CH2:25]1.[O-]P([O-])([O-])=O.[K+].[K+].[K+].C1(C)C=CC=CC=1. (5) Given the product [Cl:1][C:2]1[CH:7]=[CH:6][C:5]([C:8]2[N:12]([CH2:13][C@H:14]([OH:19])[C:15]([F:17])([F:16])[F:18])[C:11](=[O:20])[N:10]([CH2:21][C:22]([NH:40][CH:39]([C:41]3[CH:42]=[CH:43][CH:44]=[CH:45][CH:46]=3)[CH2:38][C:37]([F:47])([F:48])[F:36])=[O:23])[N:9]=2)=[CH:4][CH:3]=1, predict the reactants needed to synthesize it. The reactants are: [Cl:1][C:2]1[CH:7]=[CH:6][C:5]([C:8]2[N:12]([CH2:13][C@H:14]([OH:19])[C:15]([F:18])([F:17])[F:16])[C:11](=[O:20])[N:10]([CH2:21][C:22](NC(C3C=CC=CC=3C)CCO)=[O:23])[N:9]=2)=[CH:4][CH:3]=1.[F:36][C:37]([F:48])([F:47])[CH2:38][CH:39]([C:41]1[CH:46]=[CH:45][CH:44]=[CH:43][CH:42]=1)[NH2:40]. (6) Given the product [CH3:18][C:17]1[CH:16]=[C:15]2[C:11]([CH:12]=[CH:13][NH:14]2)=[CH:10][C:9]=1[CH2:7][NH2:8], predict the reactants needed to synthesize it. The reactants are: [H-].[H-].[H-].[H-].[Li+].[Al+3].[C:7]([C:9]1[CH:10]=[C:11]2[C:15](=[CH:16][C:17]=1[CH3:18])[NH:14][CH:13]=[CH:12]2)#[N:8]. (7) The reactants are: [Cl:1][C:2]1[CH:7]=[C:6]([Cl:8])[CH:5]=[CH:4][C:3]=1[C:9]1[C:10]([CH3:16])=[N:11][CH:12]=[C:13]([CH3:15])[N:14]=1.C1C=C(Cl)C=C(C(OO)=[O:25])C=1. Given the product [Cl:1][C:2]1[CH:7]=[C:6]([Cl:8])[CH:5]=[CH:4][C:3]=1[C:9]1[C:10]([CH3:16])=[N+:11]([O-:25])[CH:12]=[C:13]([CH3:15])[N:14]=1, predict the reactants needed to synthesize it. (8) The reactants are: COC([CH:5]1[CH2:10][C:9]([C:17]#[N:18])([C:11]2[CH:16]=[CH:15][CH:14]=[CH:13][CH:12]=2)[CH2:8][CH2:7][C:6]1=[O:19])=O.C(O)(=O)C. Given the product [O:19]=[C:6]1[CH2:7][CH2:8][C:9]([C:11]2[CH:12]=[CH:13][CH:14]=[CH:15][CH:16]=2)([C:17]#[N:18])[CH2:10][CH2:5]1, predict the reactants needed to synthesize it. (9) Given the product [CH:1]1([CH2:4][O:5][C:6]2[C:11]([O:12][CH3:13])=[CH:10][CH:9]=[C:8]([C:14]3[CH:15]=[C:16]4[C:20](=[CH:21][CH:22]=3)[C:19](=[O:23])[O:18][CH2:17]4)[C:7]=2[O:24][CH2:35][C:34]([O:33][CH2:31][CH3:32])=[O:37])[CH2:3][CH2:2]1, predict the reactants needed to synthesize it. The reactants are: [CH:1]1([CH2:4][O:5][C:6]2[C:7]([OH:24])=[C:8]([C:14]3[CH:15]=[C:16]4[C:20](=[CH:21][CH:22]=3)[C:19](=[O:23])[O:18][CH2:17]4)[CH:9]=[CH:10][C:11]=2[O:12][CH3:13])[CH2:3][CH2:2]1.C(=O)([O-])[O-].[K+].[K+].[CH2:31]([O:33][C:34](=[O:37])[CH2:35]Br)[CH3:32].